This data is from Forward reaction prediction with 1.9M reactions from USPTO patents (1976-2016). The task is: Predict the product of the given reaction. The product is: [CH:16]([C:19]1[CH:24]=[C:23]([CH:25]([CH3:26])[CH3:27])[CH:22]=[C:21]([CH:28]([CH3:30])[CH3:29])[C:20]=1[S:31]([O:1][N:2]=[C:3]([C:14]#[N:15])[C:4]1[CH:9]=[CH:8][C:7]([O:10][CH3:11])=[C:6]([O:12][CH3:13])[CH:5]=1)(=[O:33])=[O:32])([CH3:17])[CH3:18]. Given the reactants [OH:1][N:2]=[C:3]([C:14]#[N:15])[C:4]1[CH:9]=[CH:8][C:7]([O:10][CH3:11])=[C:6]([O:12][CH3:13])[CH:5]=1.[CH:16]([C:19]1[CH:24]=[C:23]([CH:25]([CH3:27])[CH3:26])[CH:22]=[C:21]([CH:28]([CH3:30])[CH3:29])[C:20]=1[S:31](Cl)(=[O:33])=[O:32])([CH3:18])[CH3:17].C(N(CC)CC)C, predict the reaction product.